Dataset: Full USPTO retrosynthesis dataset with 1.9M reactions from patents (1976-2016). Task: Predict the reactants needed to synthesize the given product. (1) Given the product [CH:1]1([NH:4][C:5]([N:20]2[CH2:21][CH2:22][CH2:23][CH:19]2[C:16]2[CH:15]=[C:14]([C:10]3[CH:11]=[CH:12][CH:13]=[C:8]([Cl:7])[CH:9]=3)[O:18][N:17]=2)=[S:6])[CH2:3][CH2:2]1, predict the reactants needed to synthesize it. The reactants are: [CH:1]1([N:4]=[C:5]=[S:6])[CH2:3][CH2:2]1.[Cl:7][C:8]1[CH:9]=[C:10]([C:14]2[O:18][N:17]=[C:16]([CH:19]3[CH2:23][CH2:22][CH2:21][NH:20]3)[CH:15]=2)[CH:11]=[CH:12][CH:13]=1. (2) Given the product [Cl:1][C:2]1[CH:13]=[CH:12][CH:11]=[CH:10][C:3]=1[C@@H:4]([O:9][S:30]([C:27]1[CH:26]=[CH:25][C:24]([N+:21]([O-:23])=[O:22])=[CH:29][CH:28]=1)(=[O:31])=[O:32])[C:5]([O:7][CH3:8])=[O:6], predict the reactants needed to synthesize it. The reactants are: [Cl:1][C:2]1[CH:13]=[CH:12][CH:11]=[CH:10][C:3]=1[C@@H:4]([OH:9])[C:5]([O:7][CH3:8])=[O:6].C(N(CC)CC)C.[N+:21]([C:24]1[CH:29]=[CH:28][C:27]([S:30](Cl)(=[O:32])=[O:31])=[CH:26][CH:25]=1)([O-:23])=[O:22].O. (3) The reactants are: [CH2:1]([O:8][C:9]([NH:11][C:12]1[CH:17]=[CH:16][C:15]([CH:18]2[CH2:23][CH2:22][N:21](C(OC(C)(C)C)=O)[CH2:20][CH2:19]2)=[C:14]([O:31][CH3:32])[CH:13]=1)=[O:10])[C:2]1[CH:7]=[CH:6][CH:5]=[CH:4][CH:3]=1.FC(F)(F)C(O)=O. Given the product [CH3:32][O:31][C:14]1[CH:13]=[C:12]([NH:11][C:9](=[O:10])[O:8][CH2:1][C:2]2[CH:3]=[CH:4][CH:5]=[CH:6][CH:7]=2)[CH:17]=[CH:16][C:15]=1[CH:18]1[CH2:19][CH2:20][NH:21][CH2:22][CH2:23]1, predict the reactants needed to synthesize it. (4) Given the product [Cl:19][CH2:10][CH2:9][CH2:8][N:7]1[CH2:6][C:5]2[CH:12]=[CH:13][CH:14]=[CH:15][C:4]=2[NH:3][S:2]1(=[O:16])=[O:1], predict the reactants needed to synthesize it. The reactants are: [O:1]=[S:2]1(=[O:16])[N:7]([CH2:8][CH2:9][CH2:10]O)[CH2:6][C:5]2[CH:12]=[CH:13][CH:14]=[CH:15][C:4]=2[NH:3]1.S(Cl)([Cl:19])=O.CN(C)C=O. (5) Given the product [CH3:19][O:20][C:21]([C:23]1([C:27]2[CH:28]=[CH:29][C:30]([NH:33][C:2]3[N:7]=[C:6]([C:8]4[CH:9]=[N:10][N:11]([CH3:13])[CH:12]=4)[CH:5]=[C:4]([N:14]4[CH2:18][CH2:17][CH2:16][CH2:15]4)[N:3]=3)=[CH:31][CH:32]=2)[CH2:24][CH2:25][CH2:26]1)=[O:22], predict the reactants needed to synthesize it. The reactants are: Cl[C:2]1[N:7]=[C:6]([C:8]2[CH:9]=[N:10][N:11]([CH3:13])[CH:12]=2)[CH:5]=[C:4]([N:14]2[CH2:18][CH2:17][CH2:16][CH2:15]2)[N:3]=1.[CH3:19][O:20][C:21]([C:23]1([C:27]2[CH:32]=[CH:31][C:30]([NH2:33])=[CH:29][CH:28]=2)[CH2:26][CH2:25][CH2:24]1)=[O:22]. (6) Given the product [CH3:1][O:2][C:3]1[CH:4]=[CH:5][C:6]([C:12]([NH2:14])=[O:13])=[CH:7][C:8]=1[C:9]([NH:15][C:16]1[CH:25]=[CH:24][C:23]2[C:18](=[CH:19][CH:20]=[CH:21][CH:22]=2)[N:17]=1)=[O:11], predict the reactants needed to synthesize it. The reactants are: [CH3:1][O:2][C:3]1[C:8]([C:9]([OH:11])=O)=[CH:7][C:6]([C:12]([NH2:14])=[O:13])=[CH:5][CH:4]=1.[NH2:15][C:16]1[CH:25]=[CH:24][C:23]2[C:18](=[CH:19][CH:20]=[CH:21][CH:22]=2)[N:17]=1. (7) Given the product [CH3:17][O:16][N:18]=[C:11]1[CH2:12][CH2:13][N:8]([C:5]2[CH:6]=[CH:7][C:2]([NH2:1])=[CH:3][CH:4]=2)[CH2:9][CH2:10]1, predict the reactants needed to synthesize it. The reactants are: [NH2:1][C:2]1[CH:7]=[CH:6][C:5]([N:8]2[CH2:13][CH2:12][C:11](=O)[CH2:10][CH2:9]2)=[CH:4][CH:3]=1.Cl.[O:16]([NH2:18])[CH3:17]. (8) Given the product [S:15]1[CH:16]=[CH:17][N:18]=[C:14]1[C:11]1[CH:12]=[CH:13][C:8]2[S:7][C:6]3[N:20]=[CH:21][CH:22]=[N:23][C:5]=3[NH:4][C:9]=2[CH:10]=1, predict the reactants needed to synthesize it. The reactants are: COC[N:4]1[C:9]2[CH:10]=[C:11]([C:14]3[S:15][CH2:16][CH:17](O)[N:18]=3)[CH:12]=[CH:13][C:8]=2[S:7][C:6]2[N:20]=[CH:21][CH:22]=[N:23][C:5]1=2.N1C=CC=CC=1.FC(F)(F)C(OC(=O)C(F)(F)F)=O.C(=O)(O)[O-].[Na+]. (9) Given the product [Cl:65][C:66]1[CH:75]=[C:74]2[C:69]([CH:70]=[CH:71][C:72]([CH3:76])=[N:73]2)=[C:68]([C:77]2[CH:82]=[CH:81][C:80]([Cl:83])=[CH:79][CH:78]=2)[C:60]=1[C@H:59]([OH:63])[CH2:61][OH:22], predict the reactants needed to synthesize it. The reactants are: CC[C@H]1[C@H]2C[C@H]([C@H](OC3C4C(=CC=CC=4)C(O[C@H](C4C=CN=C5C=4C=C(OC)C=C5)[C@@H]4N5C[C@H](CC)[C@@H](CC5)C4)=NN=3)C3C=CN=C4C=3C=C([O:22]C)C=C4)N(CC2)C1.[C:59]([OH:63])(C)([CH3:61])[CH3:60].O.[Cl:65][C:66]1[CH:75]=[C:74]2[C:69]([CH:70]=[CH:71][C:72]([CH3:76])=[N:73]2)=[C:68]([C:77]2[CH:82]=[CH:81][C:80]([Cl:83])=[CH:79][CH:78]=2)C=1C=C.